This data is from Peptide-MHC class I binding affinity with 185,985 pairs from IEDB/IMGT. The task is: Regression. Given a peptide amino acid sequence and an MHC pseudo amino acid sequence, predict their binding affinity value. This is MHC class I binding data. The peptide sequence is GYKNVRITF. The MHC is HLA-A23:01 with pseudo-sequence HLA-A23:01. The binding affinity (normalized) is 0.140.